This data is from Full USPTO retrosynthesis dataset with 1.9M reactions from patents (1976-2016). The task is: Predict the reactants needed to synthesize the given product. Given the product [CH3:29][N:30]([CH3:31])[CH2:28][CH2:27][S:24]([NH:23][CH:20]1[CH2:21][CH2:22][N:17]([C:14]2[CH:13]=[CH:12][C:11]([C:6]3[C:5]4[C:9](=[CH:10][C:2]([F:1])=[CH:3][CH:4]=4)[NH:8][CH:7]=3)=[CH:16][N:15]=2)[CH2:18][CH2:19]1)(=[O:26])=[O:25], predict the reactants needed to synthesize it. The reactants are: [F:1][C:2]1[CH:10]=[C:9]2[C:5]([C:6]([C:11]3[CH:12]=[CH:13][C:14]([N:17]4[CH2:22][CH2:21][CH:20]([NH:23][S:24]([CH:27]=[CH2:28])(=[O:26])=[O:25])[CH2:19][CH2:18]4)=[N:15][CH:16]=3)=[CH:7][NH:8]2)=[CH:4][CH:3]=1.[CH3:29][NH:30][CH3:31].